The task is: Predict the reactants needed to synthesize the given product.. This data is from Full USPTO retrosynthesis dataset with 1.9M reactions from patents (1976-2016). The reactants are: [F:1][C:2]1[CH:7]=[C:6](B2OC(C)(C)C(C)(C)O2)[CH:5]=[CH:4][C:3]=1[CH2:17][C:18]([OH:20])=[O:19].Br[C:22]1[CH:23]=[C:24]2[C:28](=[N:29][CH:30]=1)[NH:27][CH:26]=[CH:25]2.C([O-])([O-])=O.[Na+].[Na+].Cl. Given the product [F:1][C:2]1[CH:7]=[C:6]([C:22]2[CH:23]=[C:24]3[CH:25]=[CH:26][NH:27][C:28]3=[N:29][CH:30]=2)[CH:5]=[CH:4][C:3]=1[CH2:17][C:18]([OH:20])=[O:19], predict the reactants needed to synthesize it.